Dataset: Experimentally validated miRNA-target interactions with 360,000+ pairs, plus equal number of negative samples. Task: Binary Classification. Given a miRNA mature sequence and a target amino acid sequence, predict their likelihood of interaction. (1) The miRNA is hsa-miR-511-5p with sequence GUGUCUUUUGCUCUGCAGUCA. The protein sequence of the target gene is MEVKGKKQFTGKSTKTAQEKNRFHKNSDSGSSKTFPTRKVAKEGGPKVTSRNFEKSITKLGKKGVKQFKNKQQGDKSPKNKFQPANKFNKKRKFQPDGRSDESAAKKPKWDDFKKKKKELKQSRQLSDKTNYDIVVRAKQMWEILRRKDCDKEKRVKLMSDLQKLIQGKIKTIAFAHDSTRVIQCYIQYGNEEQRKQAFEELRDDLVELSKAKYSRNIVKKFLMYGSKPQIAEIIRSFKGHVRKMLRHAEASAIVEYAYNDKAILEQRNMLTEELYGNTFQLYKSADHRTLDKVLEVQPE.... Result: 0 (no interaction). (2) The miRNA is mmu-miR-329-5p with sequence AGAGGUUUUCUGGGUCUCUGUU. The protein sequence of the target gene is MEAPSGSEPGGDGAGDCAHPDPRAPGAAAPSSGPGPCAAARESERQLRLRLCVLNEILGTERDYVGTLRFLQSAFLHRIRQNVADSVEKGLTEENVKVLFSNIEDILEVHKDFLAALEYCLHPEPQSQHELGNVFLKFKDKFCVYEEYCSNHEKALRLLVELNKIPTVRAFLLSCMLLGGRKTTDIPLEGYLLSPIQRICKYPLLLKELAKRTPGKHPDHPAVQSALQAMKTVCSNINETKRQMEKLEALEQLQSHIEGWEGSNLTDICTQLLLQGTLLKISAGNIQERAFFLFDNLLVY.... Result: 0 (no interaction).